From a dataset of Forward reaction prediction with 1.9M reactions from USPTO patents (1976-2016). Predict the product of the given reaction. (1) Given the reactants C([O:3][C:4](=O)[CH:5]([C:11]1[CH:20]=[C:19]2[C:14]([C:15]([CH3:23])([CH3:22])[CH2:16][C:17](=O)[NH:18]2)=[CH:13][CH:12]=1)[CH2:6][CH2:7][CH2:8][CH2:9][CH3:10])C.[H-].[Al+3].[Li+].[H-].[H-].[H-].[O-]S([O-])(=O)=O.[Mg+2], predict the reaction product. The product is: [CH3:22][C:15]1([CH3:23])[C:14]2[C:19](=[CH:20][C:11]([CH:5]([CH2:6][CH2:7][CH2:8][CH2:9][CH3:10])[CH2:4][OH:3])=[CH:12][CH:13]=2)[NH:18][CH2:17][CH2:16]1. (2) The product is: [CH2:1]([O:8][C:9]1[CH:10]=[C:11]([C:15]2[N:16]=[C:17]([CH:25]3[CH2:28][C:27]([CH2:30][OH:37])([OH:29])[CH2:26]3)[N:18]3[CH:23]=[CH:22][N:21]=[C:20]([Cl:24])[C:19]=23)[CH:12]=[CH:13][CH:14]=1)[C:2]1[CH:7]=[CH:6][CH:5]=[CH:4][CH:3]=1. Given the reactants [CH2:1]([O:8][C:9]1[CH:10]=[C:11]([C:15]2[N:16]=[C:17]([CH:25]3[CH2:28][C:27](=[O:29])[CH2:26]3)[N:18]3[CH:23]=[CH:22][N:21]=[C:20]([Cl:24])[C:19]=23)[CH:12]=[CH:13][CH:14]=1)[C:2]1[CH:7]=[CH:6][CH:5]=[CH:4][CH:3]=1.[CH2:30]([O:37]C1C=C(C2N=C(C3CC(=C)C3)N3C=CN=C(Cl)C=23)C=CC=1)C1C=CC=CC=1.C[N+]1([O-])CCOCC1.[O-]S([O-])=O.[Na+].[Na+], predict the reaction product. (3) Given the reactants [O:1]1[C:5]2[CH:6]=[CH:7][CH:8]=[C:9]([N:10]3[CH2:15][CH2:14][N:13]([CH2:16][CH2:17][C@H:18]4[CH2:23][CH2:22][C@H:21]([NH:24][C:25](=[O:31])[C@H:26]([OH:30])[CH:27]([CH3:29])[CH3:28])[CH2:20][CH2:19]4)[CH2:12][CH2:11]3)[C:4]=2[O:3][CH2:2]1.[CH3:32]I, predict the reaction product. The product is: [O:1]1[C:5]2[CH:6]=[CH:7][CH:8]=[C:9]([N:10]3[CH2:15][CH2:14][N:13]([CH2:16][CH2:17][C@H:18]4[CH2:19][CH2:20][C@H:21]([NH:24][C:25](=[O:31])[C@H:26]([O:30][CH3:32])[CH:27]([CH3:29])[CH3:28])[CH2:22][CH2:23]4)[CH2:12][CH2:11]3)[C:4]=2[O:3][CH2:2]1. (4) Given the reactants [OH-].[Li+].[C:3]([O:7][C:8]([N:10]1[C:15]2[CH:16]=[C:17]([Cl:26])[C:18]([O:20][CH2:21][C:22]([O:24]C)=[O:23])=[CH:19][C:14]=2[O:13][CH:12]([C:27]([N:29]2[CH2:34][CH2:33][C:32]([C:43]#[N:44])([CH2:35][C:36]3[CH:41]=[CH:40][C:39]([F:42])=[CH:38][CH:37]=3)[CH2:31][CH2:30]2)=[O:28])[CH2:11]1)=[O:9])([CH3:6])([CH3:5])[CH3:4], predict the reaction product. The product is: [C:3]([O:7][C:8]([N:10]1[C:15]2[CH:16]=[C:17]([Cl:26])[C:18]([O:20][CH2:21][C:22]([OH:24])=[O:23])=[CH:19][C:14]=2[O:13][CH:12]([C:27]([N:29]2[CH2:34][CH2:33][C:32]([C:43]#[N:44])([CH2:35][C:36]3[CH:41]=[CH:40][C:39]([F:42])=[CH:38][CH:37]=3)[CH2:31][CH2:30]2)=[O:28])[CH2:11]1)=[O:9])([CH3:6])([CH3:4])[CH3:5]. (5) Given the reactants [Si:1]([O:8][C@@H:9]1[CH2:14][CH2:13][N:12]([C:15]2[CH:20]=[CH:19][N:18]=[CH:17][C:16]=2[N+:21]([O-])=O)[CH2:11][C@H:10]1[NH:24][C:25](=[O:31])[O:26][C:27]([CH3:30])([CH3:29])[CH3:28])([C:4]([CH3:7])([CH3:6])[CH3:5])([CH3:3])[CH3:2], predict the reaction product. The product is: [NH2:21][C:16]1[CH:17]=[N:18][CH:19]=[CH:20][C:15]=1[N:12]1[CH2:13][CH2:14][C@@H:9]([O:8][Si:1]([C:4]([CH3:7])([CH3:6])[CH3:5])([CH3:3])[CH3:2])[C@H:10]([NH:24][C:25](=[O:31])[O:26][C:27]([CH3:30])([CH3:29])[CH3:28])[CH2:11]1.